This data is from Catalyst prediction with 721,799 reactions and 888 catalyst types from USPTO. The task is: Predict which catalyst facilitates the given reaction. (1) Reactant: C([NH:4][CH2:5][C@H:6]([C:8]1[CH:9]=[CH:10][CH:11]=[C:12]2[C:17]=1[N:16]=[CH:15][CH:14]=[C:13]2[C:18]([NH:20][CH3:21])=[O:19])[CH3:7])(=O)C.[ClH:22].[OH-].[Na+].Cl.CC(O)C.Cl.NC[C@H](C1C=CC=C2C=1N=CC=C2C(NC)=O)C. The catalyst class is: 25. Product: [ClH:22].[ClH:22].[NH2:4][CH2:5][C@H:6]([C:8]1[CH:9]=[CH:10][CH:11]=[C:12]2[C:17]=1[N:16]=[CH:15][CH:14]=[C:13]2[C:18]([NH:20][CH3:21])=[O:19])[CH3:7]. (2) Reactant: [F:1][C:2]([F:23])([F:22])[C:3]1[CH:17]=[C:16]([C:18]([F:21])([F:20])[F:19])[CH:15]=[CH:14][C:4]=1[CH2:5][N:6]1[CH2:11][CH2:10][CH:9]([CH:12]=O)[CH2:8][CH2:7]1.[NH:24]=[C:25]1[CH2:29][N:28]([CH3:30])[C:27](=[O:31])[N:26]1C(C1C=CC=CC=1)=O.[CH3:40]C(C)([O-])C.[K+].[Cl-].[NH4+]. Product: [F:22][C:2]([F:23])([F:1])[C:3]1[CH:17]=[C:16]([C:18]([F:21])([F:19])[F:20])[CH:15]=[CH:14][C:4]=1[CH2:5][N:6]1[CH2:7][CH2:8][CH:9](/[CH:12]=[C:29]2/[C:25]([NH:24][CH3:40])=[N:26][C:27](=[O:31])[N:28]/2[CH3:30])[CH2:10][CH2:11]1. The catalyst class is: 8. (3) Reactant: O[CH2:2][C:3]1[CH:4]=[C:5]([CH:10]=[C:11]([N:13]([CH3:18])[S:14]([CH3:17])(=[O:16])=[O:15])[CH:12]=1)[C:6]([O:8][CH3:9])=[O:7].C1(P([N:33]=[N+:34]=[N-:35])(C2C=CC=CC=2)=O)C=CC=CC=1.N12CCCN=C1CCCCC2. Product: [N:33]([CH2:2][C:3]1[CH:4]=[C:5]([CH:10]=[C:11]([N:13]([CH3:18])[S:14]([CH3:17])(=[O:16])=[O:15])[CH:12]=1)[C:6]([O:8][CH3:9])=[O:7])=[N+:34]=[N-:35]. The catalyst class is: 247. (4) Reactant: [CH2:1]([O:3][C:4](=[O:16])[CH2:5][N:6]1[C:14]2[CH2:13][CH2:12][CH2:11][C@@H:10]([NH2:15])[C:9]=2[CH:8]=[N:7]1)[CH3:2].[Br:17][C:18]1[CH:19]=[C:20]([S:28](Cl)(=[O:30])=[O:29])[CH:21]=[C:22]([C:24]([F:27])([F:26])[F:25])[CH:23]=1. Product: [CH2:1]([O:3][C:4](=[O:16])[CH2:5][N:6]1[C:14]2[CH2:13][CH2:12][CH2:11][C@@H:10]([NH:15][S:28]([C:20]3[CH:21]=[C:22]([C:24]([F:25])([F:26])[F:27])[CH:23]=[C:18]([Br:17])[CH:19]=3)(=[O:30])=[O:29])[C:9]=2[CH:8]=[N:7]1)[CH3:2]. The catalyst class is: 453. (5) Reactant: [Cl:1][C:2]1[N:10]=[C:9]2[C:5]([NH:6][CH:7]=[N:8]2)=[C:4]([NH2:11])[N:3]=1.[Br:12][C:13]1[CH:14]=[C:15]([CH:18]=[CH:19][CH:20]=1)[CH2:16]Br.C(=O)([O-])[O-].[K+].[K+]. The catalyst class is: 39. Product: [Br:12][C:13]1[CH:14]=[C:15]([CH:18]=[CH:19][CH:20]=1)[CH2:16][N:8]1[CH:7]=[N:6][C:5]2[C:9]1=[N:10][C:2]([Cl:1])=[N:3][C:4]=2[NH2:11]. (6) Reactant: [F:1][C:2]1[CH:3]=[CH:4][CH:5]=[C:6]2[C:11]=1[N:10]=[N:9][C:8](=[P:12]([C:25]1[CH:30]=[CH:29][CH:28]=[CH:27][CH:26]=1)([C:19]1[CH:24]=[CH:23][CH:22]=[CH:21][CH:20]=1)[C:13]1[CH:18]=[CH:17][CH:16]=[CH:15][CH:14]=1)[C:7]2=[O:31].[Br:32][CH2:33][C:34]1[CH:35]=[CH:36][C:37]([F:44])=[C:38]([CH:43]=1)[C:39]([O:41][CH3:42])=[O:40]. Product: [Br-:32].[F:1][C:2]1[CH:3]=[CH:4][CH:5]=[C:6]2[C:11]=1[N:10]([CH2:33][C:34]1[CH:35]=[CH:36][C:37]([F:44])=[C:38]([C:39]([O:41][CH3:42])=[O:40])[CH:43]=1)[N:9]=[C:8]([P+:12]([C:19]1[CH:24]=[CH:23][CH:22]=[CH:21][CH:20]=1)([C:13]1[CH:18]=[CH:17][CH:16]=[CH:15][CH:14]=1)[C:25]1[CH:26]=[CH:27][CH:28]=[CH:29][CH:30]=1)[C:7]2=[O:31]. The catalyst class is: 10. (7) Reactant: [NH4+].[Cl-].[N+:3]([C:6]1[CH:23]=[CH:22][C:9]2[CH2:10][CH2:11][N:12]([C:15]([O:17][C:18]([CH3:21])([CH3:20])[CH3:19])=[O:16])[CH2:13][CH2:14][C:8]=2[CH:7]=1)([O-])=O. Product: [NH2:3][C:6]1[CH:23]=[CH:22][C:9]2[CH2:10][CH2:11][N:12]([C:15]([O:17][C:18]([CH3:19])([CH3:21])[CH3:20])=[O:16])[CH2:13][CH2:14][C:8]=2[CH:7]=1. The catalyst class is: 314. (8) Reactant: [C:1]([C:8]([NH2:11])([OH:10])C)(OC(C)(C)C)=O.[CH:12]1[CH:13]=[CH:14][C:15]([NH:22][C:23]2[C:24]([Cl:30])=[CH:25][CH:26]=[CH:27][C:28]=2[Cl:29])=[C:16]([CH2:18][C:19]([OH:21])=[O:20])[CH:17]=1.[ClH:31].C(OCC)(=O)C.C(OCC)C.CCCCCC. Product: [NH2:11][CH:8]([OH:10])[CH3:1].[CH:12]1[CH:13]=[CH:14][C:15]([NH:22][C:23]2[C:28]([Cl:29])=[CH:27][CH:26]=[CH:25][C:24]=2[Cl:30])=[C:16]([CH2:18][C:19]([OH:21])=[O:20])[CH:17]=1.[ClH:31]. The catalyst class is: 4. (9) The catalyst class is: 20. Reactant: [C:1]1([C@@H:7]([CH3:10])[CH2:8]O)[CH:6]=[CH:5][CH:4]=[CH:3][CH:2]=1.[C:11]1(=[O:21])[NH:15][C:14](=[O:16])[C:13]2=[CH:17][CH:18]=[CH:19][CH:20]=[C:12]12.C1(P(C2C=CC=CC=2)C2C=CC=CC=2)C=CC=CC=1.CCOC(/N=N/C(OCC)=O)=O. Product: [C:1]1([C@@H:7]([CH3:10])[CH2:8][N:15]2[C:11](=[O:21])[C:12]3[C:13](=[CH:17][CH:18]=[CH:19][CH:20]=3)[C:14]2=[O:16])[CH:6]=[CH:5][CH:4]=[CH:3][CH:2]=1.